From a dataset of Forward reaction prediction with 1.9M reactions from USPTO patents (1976-2016). Predict the product of the given reaction. (1) The product is: [OH:15][CH2:14][C@@H:10]1[CH2:11][CH2:12][CH2:13][C@@H:9]1[NH:8][C:6](=[O:7])[O:5][C:2]([CH3:3])([CH3:1])[CH3:4]. Given the reactants [CH3:1][C:2]([O:5][C:6]([NH:8][CH:9]1[CH2:13][CH2:12][CH2:11][CH:10]1[C:14](O)=[O:15])=[O:7])([CH3:4])[CH3:3].ClC(OC)=O.[BH4-].[Na+].S([O-])(O)(=O)=O.[K+], predict the reaction product. (2) The product is: [OH:1][C@@H:2]1[CH2:9][N:8]([CH2:10][CH2:11][CH:12]([N:16]2[CH2:21][CH2:20][N:19]([C:22]3[CH:27]=[CH:26][CH:25]=[C:24]([O:28][C:29]([F:32])([F:31])[F:30])[CH:23]=3)[CH:18]([CH3:33])[C:17]2=[O:34])[C:13]([N:37]([CH3:38])[CH3:36])=[O:15])[CH2:7][CH2:6][C:3]21[CH2:5][CH2:4]2. Given the reactants [OH:1][C@@H:2]1[CH2:9][N:8]([CH2:10][CH2:11][CH:12]([N:16]2[CH2:21][CH2:20][N:19]([C:22]3[CH:27]=[CH:26][CH:25]=[C:24]([O:28][C:29]([F:32])([F:31])[F:30])[CH:23]=3)[CH:18]([CH3:33])[C:17]2=[O:34])[C:13]([OH:15])=O)[CH2:7][CH2:6][C:3]21[CH2:5][CH2:4]2.Cl.[CH3:36][NH:37][CH3:38].C(N(CC)CC)C.F[P-](F)(F)(F)(F)F.N1(OC(N(C)C)=[N+](C)C)C2N=CC=CC=2N=N1, predict the reaction product. (3) The product is: [ClH:1].[CH3:9][N:8]([CH3:10])[C:6]1[CH:5]=[C:4]([CH3:11])[N:3]=[C:2]([NH:12][C@@H:13]2[CH2:14][CH2:15][C@H:16]([NH:19][C:20](=[O:34])[C:21]3[CH:26]=[CH:25][CH:24]=[N:23][C:22]=3[O:27][C:28]3[CH:33]=[CH:32][CH:31]=[CH:30][CH:29]=3)[CH2:17][CH2:18]2)[N:7]=1. Given the reactants [Cl:1][C:2]1[N:7]=[C:6]([N:8]([CH3:10])[CH3:9])[CH:5]=[C:4]([CH3:11])[N:3]=1.[NH2:12][C@@H:13]1[CH2:18][CH2:17][C@H:16]([NH:19][C:20](=[O:34])[C:21]2[CH:26]=[CH:25][CH:24]=[N:23][C:22]=2[O:27][C:28]2[CH:33]=[CH:32][CH:31]=[CH:30][CH:29]=2)[CH2:15][CH2:14]1.C([O-])(O)=O.[Na+], predict the reaction product. (4) Given the reactants [Cl:1][C:2]1[CH:33]=[CH:32][C:5]2[N:6]([C@@H:13]3[CH2:18][CH2:17][C@H:16]([NH:19][CH2:20][C@@H:21]4[CH2:29][C:28]5[C:23](=[CH:24][CH:25]=[C:26]([C:30]#[N:31])[CH:27]=5)[CH2:22]4)[CH2:15][CH2:14]3)[C:7]([C:9]([OH:12])([CH3:11])[CH3:10])=[N:8][C:4]=2[CH:3]=1.C(N(CC)CC)C.[C:41](Cl)(=[O:43])[CH3:42], predict the reaction product. The product is: [Cl:1][C:2]1[CH:33]=[CH:32][C:5]2[N:6]([C@@H:13]3[CH2:14][CH2:15][C@H:16]([N:19]([CH2:20][C@@H:21]4[CH2:29][C:28]5[C:23](=[CH:24][CH:25]=[C:26]([C:30]#[N:31])[CH:27]=5)[CH2:22]4)[C:41](=[O:43])[CH3:42])[CH2:17][CH2:18]3)[C:7]([C:9]([OH:12])([CH3:11])[CH3:10])=[N:8][C:4]=2[CH:3]=1. (5) The product is: [Cl:1][C:2]1[CH:3]=[CH:4][C:5]([CH2:11][O:12][C:13]2[CH:18]=[CH:17][C:16]([Cl:19])=[CH:15][CH:14]=2)=[C:6]([CH:10]=1)[C:7]([NH:21][C@H:22]([C:24]1[CH:33]=[CH:32][C:27]([C:28]([O:30][CH3:31])=[O:29])=[CH:26][CH:25]=1)[CH3:23])=[O:9]. Given the reactants [Cl:1][C:2]1[CH:3]=[CH:4][C:5]([CH2:11][O:12][C:13]2[CH:18]=[CH:17][C:16]([Cl:19])=[CH:15][CH:14]=2)=[C:6]([CH:10]=1)[C:7]([OH:9])=O.Cl.[NH2:21][C@H:22]([C:24]1[CH:33]=[CH:32][C:27]([C:28]([O:30][CH3:31])=[O:29])=[CH:26][CH:25]=1)[CH3:23], predict the reaction product. (6) Given the reactants [C:1]([O:5][C:6](=[O:24])[N:7]([CH3:23])[CH2:8][CH2:9][CH2:10][CH2:11][NH:12][CH:13]1[C:22]2[N:21]=[CH:20][CH:19]=[CH:18][C:17]=2[CH2:16][CH2:15][CH2:14]1)([CH3:4])([CH3:3])[CH3:2].[CH3:25][C:26]1[C:27]([CH:33]=O)=[N:28][CH:29]=[C:30]([CH3:32])[CH:31]=1.[BH-](OC(C)=O)(OC(C)=O)OC(C)=O.[Na+], predict the reaction product. The product is: [C:1]([O:5][C:6](=[O:24])[N:7]([CH2:8][CH2:9][CH2:10][CH2:11][N:12]([CH2:33][C:27]1[C:26]([CH3:25])=[CH:31][C:30]([CH3:32])=[CH:29][N:28]=1)[CH:13]1[C:22]2[N:21]=[CH:20][CH:19]=[CH:18][C:17]=2[CH2:16][CH2:15][CH2:14]1)[CH3:23])([CH3:4])([CH3:3])[CH3:2]. (7) Given the reactants [CH2:1]([N:3]=[C:4]=[S:5])[CH3:2].[CH2:6]([O:8][C:9](=[O:13])[CH2:10][C:11]#[N:12])[CH3:7].C(N(CC)CC)C, predict the reaction product. The product is: [CH2:6]([O:8][C:9](=[O:13])[CH:10]([C:11]#[N:12])[C:4](=[S:5])[NH:3][CH2:1][CH3:2])[CH3:7]. (8) Given the reactants FC1C=CC(C2N=CN(CCN3CCOCC3)C=2C2C=CC3N(C=C(N)N=3)N=2)=CC=1.[F:31][C:32]1[CH:37]=[CH:36][C:35]([C:38]2[N:39]=[C:40]3[CH:45]=[CH:44][CH:43]=[CH:42][N:41]3[C:46]=2[C:47]2[CH:48]=[CH:49][C:50]3[N:51]([CH:53]=[C:54]([NH:56]C(=O)C)[N:55]=3)[N:52]=2)=[CH:34][CH:33]=1.Cl, predict the reaction product. The product is: [F:31][C:32]1[CH:33]=[CH:34][C:35]([C:38]2[N:39]=[C:40]3[CH:45]=[CH:44][CH:43]=[CH:42][N:41]3[C:46]=2[C:47]2[CH:48]=[CH:49][C:50]3[N:51]([CH:53]=[C:54]([NH2:56])[N:55]=3)[N:52]=2)=[CH:36][CH:37]=1.